From a dataset of Reaction yield outcomes from USPTO patents with 853,638 reactions. Predict the reaction yield, written as a fraction of the theoretical maximum amount of product (1.0 means a 100% yield; for example, 0.34 means a 34% yield). (1) The reactants are FC(F)(F)C(O)=O.[NH2:8][CH2:9][C:10]1[NH:11][C:12](=[O:25])[C:13]2[CH:18]=[N:17][N:16]([C:19]3[CH:24]=[CH:23][CH:22]=[CH:21][CH:20]=3)[C:14]=2[N:15]=1.[Cl:26][CH2:27][CH:28]=O.[BH3-]C#N.[Na+]. The catalyst is CO. The product is [Cl:26][CH2:27][CH2:28][NH:8][CH2:9][C:10]1[NH:11][C:12](=[O:25])[C:13]2[CH:18]=[N:17][N:16]([C:19]3[CH:24]=[CH:23][CH:22]=[CH:21][CH:20]=3)[C:14]=2[N:15]=1. The yield is 0.380. (2) The reactants are CO[C:3]1[CH:12]=[CH:11][C:6]2[N:7]=[C:8]([SH:10])[NH:9][C:5]=2[CH:4]=1.Br[CH2:14][C:15](=[O:21])[C:16]([O:18][CH2:19][CH3:20])=[O:17].[CH3:22]O. The catalyst is CC(C)=O. The product is [CH2:19]([O:18][C:16](=[O:17])[C:15](=[O:21])[CH2:14][S:10][C:8]1[NH:7][C:6]2[CH:11]=[CH:12][C:3]([CH3:22])=[CH:4][C:5]=2[N:9]=1)[CH3:20]. The yield is 0.920. (3) The reactants are [Br:1][C:2]1[CH:3]=[C:4]2[C:9](=[CH:10][CH:11]=1)[N:8]=[C:7](Cl)[N:6]=[CH:5]2.[N:13]1([C:19]2[CH:24]=[CH:23][C:22]([NH2:25])=[CH:21][CH:20]=2)[CH2:18][CH2:17][O:16][CH2:15][CH2:14]1. The catalyst is C(#N)C. The product is [Br:1][C:2]1[CH:3]=[C:4]2[C:9](=[CH:10][CH:11]=1)[N:8]=[C:7]([NH:25][C:22]1[CH:21]=[CH:20][C:19]([N:13]3[CH2:18][CH2:17][O:16][CH2:15][CH2:14]3)=[CH:24][CH:23]=1)[N:6]=[CH:5]2. The yield is 0.740. (4) The reactants are [Cl:1][C:2]1[C:7]([CH3:8])=[CH:6][C:5]([B:9]([OH:11])[OH:10])=[C:4]([O:12]C)[CH:3]=1.B(Br)(Br)Br. The catalyst is C(Cl)Cl. The product is [Cl:1][C:2]1[C:7]([CH3:8])=[CH:6][C:5]([B:9]([OH:10])[OH:11])=[C:4]([OH:12])[CH:3]=1. The yield is 0.970. (5) The reactants are [O:1]=[C:2]1[CH2:7][O:6][CH2:5][C@H:4]2[CH2:8][CH2:9][C@@H:10]([C:12]([OH:14])=O)[CH2:11][N:3]12.Cl.[Cl:16][C:17]1[C:18]([CH2:23][NH2:24])=[N:19][CH:20]=[CH:21][N:22]=1.CN(C(ON1N=NC2C=CC=NC1=2)=[N+](C)C)C.F[P-](F)(F)(F)(F)F.C(N(CC)CC)C. The catalyst is ClCCl. The product is [Cl:16][C:17]1[C:18]([CH2:23][NH:24][C:12]([C@H:10]2[CH2:11][N:3]3[C@@H:4]([CH2:5][O:6][CH2:7][C:2]3=[O:1])[CH2:8][CH2:9]2)=[O:14])=[N:19][CH:20]=[CH:21][N:22]=1. The yield is 0.583. (6) The reactants are [Cl:1][C:2]1[CH:9]=[C:6]([CH:7]=O)[C:5]([OH:10])=[CH:4][CH:3]=1.[F:11][C:12]([F:25])([F:24])[C:13]1[CH:14]=[C:15]([CH:17]=[C:18]([C:20]([F:23])([F:22])[F:21])[CH:19]=1)[NH2:16]. No catalyst specified. The product is [Cl:1][C:2]1[CH:3]=[CH:4][C:5]([OH:10])=[C:6]([CH:7]=[N:16][C:15]2[CH:17]=[C:18]([C:20]([F:21])([F:22])[F:23])[CH:19]=[C:13]([C:12]([F:11])([F:24])[F:25])[CH:14]=2)[CH:9]=1. The yield is 0.766. (7) The reactants are [CH2:1]([C:3]1[C:11]2[C:6](=[CH:7][C:8]([C:12]3[N:16]([C:17]4[CH:22]=[CH:21][C:20]([S:23]([CH3:26])(=[O:25])=[O:24])=[CH:19][CH:18]=4)[N:15]=[CH:14][CH:13]=3)=[CH:9][CH:10]=2)[NH:5][N:4]=1)[CH3:2].Br[C:28]1[N:33]=[CH:32][CH:31]=[CH:30][N:29]=1.CC1(C)C2C=CC=C(P(C3C=CC=CC=3)C3C=CC=CC=3)C=2OC2C1=CC=CC=2P(C1C=CC=CC=1)C1C=CC=CC=1.CC(C)([O-])C.[Na+]. The catalyst is C1C=CC(/C=C/C(/C=C/C2C=CC=CC=2)=O)=CC=1.C1C=CC(/C=C/C(/C=C/C2C=CC=CC=2)=O)=CC=1.C1C=CC(/C=C/C(/C=C/C2C=CC=CC=2)=O)=CC=1.[Pd].[Pd].C1(C)C=CC=CC=1. The product is [CH2:1]([C:3]1[C:11]2[C:6](=[CH:7][C:8]([C:12]3[N:16]([C:17]4[CH:22]=[CH:21][C:20]([S:23]([CH3:26])(=[O:25])=[O:24])=[CH:19][CH:18]=4)[N:15]=[CH:14][CH:13]=3)=[CH:9][CH:10]=2)[N:5]([C:28]2[N:33]=[CH:32][CH:31]=[CH:30][N:29]=2)[N:4]=1)[CH3:2]. The yield is 0.700. (8) The reactants are [Cl:1][C:2]1[NH:10][C:9]2[C:8](=[O:11])[N:7]([CH2:12][CH2:13][CH2:14][CH2:15]C(OCC)=O)[C:6](=[O:21])[N:5]([CH2:22][CH2:23][CH2:24][CH2:25][CH3:26])[C:4]=2[N:3]=1.CC[O-].[Na+].[Cl:31][C:32]1[CH:33]=[C:34]([CH2:39]/[C:40](=[N:43]/[H])/[NH:41][OH:42])[CH:35]=[CH:36][C:37]=1[Cl:38]. The catalyst is CCO. The product is [Cl:1][C:2]1[NH:10][C:9]2[C:8](=[O:11])[N:7]([CH2:12][CH2:13][CH2:14][C:15]3[O:42][N:41]=[C:40]([CH2:39][C:34]4[CH:35]=[CH:36][C:37]([Cl:38])=[C:32]([Cl:31])[CH:33]=4)[N:43]=3)[C:6](=[O:21])[N:5]([CH2:22][CH2:23][CH2:24][CH2:25][CH3:26])[C:4]=2[N:3]=1. The yield is 0.660. (9) The reactants are O[C:2]1([C:23]([F:26])([F:25])[F:24])[CH2:6][N:5]([C:7]2[CH:12]=[CH:11][C:10]([S:13]([CH3:16])(=[O:15])=[O:14])=[CH:9][CH:8]=2)[C:4]([C:17]2[CH:22]=[CH:21][CH:20]=[CH:19][N:18]=2)=[N:3]1.O.C1(C)C=CC(S(O)(=O)=O)=CC=1. The catalyst is C1(C)C=CC=CC=1. The product is [CH3:16][S:13]([C:10]1[CH:9]=[CH:8][C:7]([N:5]2[CH:6]=[C:2]([C:23]([F:26])([F:25])[F:24])[N:3]=[C:4]2[C:17]2[CH:22]=[CH:21][CH:20]=[CH:19][N:18]=2)=[CH:12][CH:11]=1)(=[O:14])=[O:15]. The yield is 0.650. (10) The reactants are [F:1][C:2]1[C:3]([NH:12][C:13]2[CH:18]=[CH:17][C:16]([I:19])=[CH:15][C:14]=2[F:20])=[C:4]([CH:8]=[CH:9][C:10]=1[F:11])[C:5]([OH:7])=O.C1CN([P+](ON2N=NC3C=CC=CC2=3)(N2CCCC2)N2CCCC2)CC1.F[P-](F)(F)(F)(F)F.Cl.[NH:55]1[CH2:58][CH:57]([OH:59])[CH2:56]1.CCN(C(C)C)C(C)C. The catalyst is CN(C=O)C. The product is [F:1][C:2]1[C:3]([NH:12][C:13]2[CH:18]=[CH:17][C:16]([I:19])=[CH:15][C:14]=2[F:20])=[C:4]([C:5]([N:55]2[CH2:58][CH:57]([OH:59])[CH2:56]2)=[O:7])[CH:8]=[CH:9][C:10]=1[F:11]. The yield is 0.870.